Task: Predict the product of the given reaction.. Dataset: Forward reaction prediction with 1.9M reactions from USPTO patents (1976-2016) (1) The product is: [CH:14]1([C:12]([C:9]2[CH:10]=[CH:11][C:6]([O:5][CH2:4][CH2:3][CH2:2][N:20]3[CH2:21][CH2:22][CH:18]([OH:17])[CH2:19]3)=[CH:7][CH:8]=2)=[O:13])[CH2:16][CH2:15]1. Given the reactants Cl[CH2:2][CH2:3][CH2:4][O:5][C:6]1[CH:11]=[CH:10][C:9]([C:12]([CH:14]2[CH2:16][CH2:15]2)=[O:13])=[CH:8][CH:7]=1.[OH:17][CH:18]1[CH2:22][CH2:21][NH:20][CH2:19]1.C(=O)([O-])[O-].[K+].[K+].[I-].[K+], predict the reaction product. (2) Given the reactants [CH3:1][C:2]1[CH:7]=[CH:6][CH:5]=[CH:4][C:3]=1[CH:8]([NH:12][C:13]([NH:15][C:16]1[CH:21]=[CH:20][C:19]([Cl:22])=[CH:18][CH:17]=1)=[O:14])[C:9]([OH:11])=O.[O:23]=[C:24]1[CH2:29][O:28][CH2:27][CH2:26][N:25]1[C:30]1[CH:35]=[CH:34][C:33]([NH2:36])=[CH:32][CH:31]=1.C(Cl)CCl, predict the reaction product. The product is: [O:23]=[C:24]1[CH2:29][O:28][CH2:27][CH2:26][N:25]1[C:30]1[CH:31]=[CH:32][C:33]([NH:36][C:9](=[O:11])[CH:8]([C:3]2[CH:4]=[CH:5][CH:6]=[CH:7][C:2]=2[CH3:1])[NH:12][C:13]([NH:15][C:16]2[CH:21]=[CH:20][C:19]([Cl:22])=[CH:18][CH:17]=2)=[O:14])=[CH:34][CH:35]=1. (3) Given the reactants C1([C:4]2[C:5]([C:16]([F:19])([F:18])[F:17])=[CH:6][C:7]([N+:13]([O-:15])=[O:14])=[C:8]([NH:10]OC)[CH:9]=2)CC1.ClC1C(C(F)(F)F)=CC([N+]([O-])=O)=C(N)C=1.[OH:35][CH2:36][CH:37]1[CH2:39][CH2:38]1.[OH-].[K+].[CH3:42][C:43]([O:46][C:47](O[C:47]([O:46][C:43]([CH3:45])([CH3:44])[CH3:42])=[O:48])=[O:48])([CH3:45])[CH3:44].C(O)(C(F)(F)F)=O, predict the reaction product. The product is: [C:43]([O:46][C:47](=[O:48])[NH:10][C:8]1[CH:9]=[C:4]([O:35][CH2:36][CH:37]2[CH2:39][CH2:38]2)[C:5]([C:16]([F:17])([F:18])[F:19])=[CH:6][C:7]=1[N+:13]([O-:15])=[O:14])([CH3:45])([CH3:44])[CH3:42]. (4) Given the reactants ClC1N=CC2C(=C(O)C(Cl)=CC=2)N=1.[Cl:14][C:15]1[N:24]=[CH:23][C:22]2[C:21]([Cl:25])=[CH:20][CH2:19][C:18](Cl)([OH:26])[C:17]=2[N:16]=1, predict the reaction product. The product is: [Cl:14][C:15]1[N:24]=[CH:23][C:22]2[C:17](=[C:18]([OH:26])[CH:19]=[CH:20][C:21]=2[Cl:25])[N:16]=1. (5) Given the reactants [C:1]1([C:7](O)([CH3:9])[CH3:8])[CH:6]=[CH:5][CH:4]=[CH:3][CH:2]=1.[Cl:11][C:12]1[C:13]([N:21]2[C:29](=[O:30])[C:28]3[C:23](=[CH:24][CH:25]=[CH:26][CH:27]=3)[C:22]2=[O:31])=[CH:14][C:15]([SH:20])=[C:16]([O:18][CH3:19])[CH:17]=1.O, predict the reaction product. The product is: [Cl:11][C:12]1[C:13]([N:21]2[C:29](=[O:30])[C:28]3[C:23](=[CH:24][CH:25]=[CH:26][CH:27]=3)[C:22]2=[O:31])=[CH:14][C:15]([S:20][C:7]([CH3:9])([C:1]2[CH:6]=[CH:5][CH:4]=[CH:3][CH:2]=2)[CH3:8])=[C:16]([O:18][CH3:19])[CH:17]=1. (6) Given the reactants [C:1]([O:7][CH2:8][CH3:9])(=[O:6])[CH2:2][C:3]([CH3:5])=[O:4].B(F)(F)F.CCOCC.[S:19]1[CH:23]=[CH:22][C:21]([CH2:24][CH2:25]O)=[CH:20]1.C(OCC)C, predict the reaction product. The product is: [CH3:5][C:3]1([CH2:2][C:1]([O:7][CH2:8][CH3:9])=[O:6])[C:20]2[S:19][CH:23]=[CH:22][C:21]=2[CH2:24][CH2:25][O:4]1. (7) The product is: [O:12]=[C:6]1[NH:7][C:8]2[N:9]=[CH:10][CH:11]=[C:2]([O:13][C:14]3[CH:15]=[C:16]4[C:21](=[CH:22][CH:23]=3)[N:20]=[CH:19][C:18]([C:24]([OH:26])=[O:25])=[CH:17]4)[C:3]=2[CH2:4][CH2:5]1. Given the reactants F[C:2]1[CH:11]=[CH:10][N:9]=[C:8]2[C:3]=1[CH2:4][CH2:5][C:6](=[O:12])[NH:7]2.[OH:13][C:14]1[CH:15]=[C:16]2[C:21](=[CH:22][CH:23]=1)[N:20]=[CH:19][C:18]([C:24]([OH:26])=[O:25])=[CH:17]2.C(=O)([O-])[O-].[Cs+].[Cs+].Cl, predict the reaction product.